This data is from Full USPTO retrosynthesis dataset with 1.9M reactions from patents (1976-2016). The task is: Predict the reactants needed to synthesize the given product. Given the product [CH3:22][O:21][C:16]1[C:17]([O:19][CH3:20])=[CH:18][C:13]2[N:12]([CH3:23])[C:11](=[O:24])[CH2:10][N:9]=[C:8]([C:4]3[CH:3]=[C:2]([C:41]4[CH:40]=[CH:39][CH:38]=[C:37]([C:35]#[N:36])[CH:42]=4)[CH:7]=[CH:6][CH:5]=3)[C:14]=2[CH:15]=1, predict the reactants needed to synthesize it. The reactants are: Br[C:2]1[CH:3]=[C:4]([C:8]2[C:14]3[CH:15]=[C:16]([O:21][CH3:22])[C:17]([O:19][CH3:20])=[CH:18][C:13]=3[N:12]([CH3:23])[C:11](=[O:24])[CH2:10][N:9]=2)[CH:5]=[CH:6][CH:7]=1.ClC1C=C(B(O)O)C=CC=1.[C:35]([C:37]1[CH:38]=[C:39](B(O)O)[CH:40]=[CH:41][CH:42]=1)#[N:36].